This data is from Forward reaction prediction with 1.9M reactions from USPTO patents (1976-2016). The task is: Predict the product of the given reaction. (1) Given the reactants [CH3:1][C:2]1[CH:7]=[CH:6][C:5]([S:8]([O:11][CH2:12][C@H:13]2[CH2:18][O:17][C:16]3[CH:19]=[CH:20][C:21]4[O:25][CH2:24][CH2:23][C:22]=4[C:15]=3[O:14]2)(=[O:10])=[O:9])=[CH:4][CH:3]=1.ClC1C(=O)C(C#N)=C(C#N)C(=O)C=1Cl, predict the reaction product. The product is: [CH3:1][C:2]1[CH:3]=[CH:4][C:5]([S:8]([O:11][CH2:12][CH:13]2[CH2:18][O:17][C:16]3[CH:19]=[CH:20][C:21]4[O:25][CH:24]=[CH:23][C:22]=4[C:15]=3[O:14]2)(=[O:10])=[O:9])=[CH:6][CH:7]=1. (2) Given the reactants [CH:1]([C:9]1[CH:16]=[C:13]([CH:14]=O)[C:12]([OH:17])=[CH:11][CH:10]=1)=[CH:2][C:3]1[CH:8]=[CH:7][CH:6]=[CH:5][CH:4]=1.[Cl:18][C:19]1[CH:20]=[C:21]([CH:30]=[CH:31][C:32]=1[Cl:33])[CH2:22][N:23]1[C:27](=[O:28])[CH2:26][S:25][C:24]1=[O:29].C([O-])(=O)C.[NH4+], predict the reaction product. The product is: [OH:17][C:12]1[CH:11]=[CH:10][C:9]([CH:1]=[CH:2][C:3]2[CH:8]=[CH:7][CH:6]=[CH:5][CH:4]=2)=[CH:16][C:13]=1[CH:14]=[C:26]1[S:25][C:24](=[O:29])[N:23]([CH2:22][C:21]2[CH:30]=[CH:31][C:32]([Cl:33])=[C:19]([Cl:18])[CH:20]=2)[C:27]1=[O:28]. (3) Given the reactants Cl.[Cl:2][C:3]1[CH:8]=[CH:7][C:6]([B:9]2[O:13]C(C)(C)C(C)(C)[O:10]2)=[CH:5][C:4]=1[O:18][CH:19]([F:21])[F:20].O.C(OCC)(=O)C, predict the reaction product. The product is: [Cl:2][C:3]1[CH:8]=[CH:7][C:6]([B:9]([OH:13])[OH:10])=[CH:5][C:4]=1[O:18][CH:19]([F:20])[F:21]. (4) Given the reactants Br[C:2]1[CH:3]=[C:4]([CH:10]=[CH:11][CH:12]=1)[C:5]([O:7][CH2:8][CH3:9])=[O:6].[CH:13]([C:15]1[CH:20]=[CH:19][C:18](B(O)O)=[CH:17][CH:16]=1)=[O:14], predict the reaction product. The product is: [CH:13]([C:15]1[CH:20]=[CH:19][C:18]([C:2]2[CH:12]=[CH:11][CH:10]=[C:4]([C:5]([O:7][CH2:8][CH3:9])=[O:6])[CH:3]=2)=[CH:17][CH:16]=1)=[O:14]. (5) Given the reactants [Cl:1][C:2]1[CH:3]=[C:4]([C:8]2[C:13]([O:14][CH3:15])=[C:12]([CH:16]=[O:17])[CH:11]=[C:10]([S:18]([NH2:21])(=[O:20])=[O:19])[CH:9]=2)[CH:5]=[CH:6][CH:7]=1.[C:22]1([CH2:28][CH2:29][C:30](Cl)=[O:31])[CH:27]=[CH:26][CH:25]=[CH:24][CH:23]=1, predict the reaction product. The product is: [Cl:1][C:2]1[CH:3]=[C:4]([C:8]2[C:13]([O:14][CH3:15])=[C:12]([CH:16]=[O:17])[CH:11]=[C:10]([S:18]([NH:21][C:30](=[O:31])[CH2:29][CH2:28][C:22]3[CH:27]=[CH:26][CH:25]=[CH:24][CH:23]=3)(=[O:19])=[O:20])[CH:9]=2)[CH:5]=[CH:6][CH:7]=1. (6) Given the reactants N12CCCN=C1CCCCC2.[F:12][C:13]([F:27])([F:26])[C:14]1[CH:19]=[CH:18][N:17]=[C:16]([C:20]2[NH:21][O:22][C:23](=[O:25])[N:24]=2)[CH:15]=1.[CH2:28]([N:31]([CH2:35][CH:36]=[CH2:37])[C:32](Cl)=[O:33])[CH:29]=[CH2:30], predict the reaction product. The product is: [F:27][C:13]([F:12])([F:26])[C:14]1[CH:19]=[CH:18][N:17]=[C:16]([C:20]2[N:24]([C:32]([N:31]([CH2:35][CH:36]=[CH2:37])[CH2:28][CH:29]=[CH2:30])=[O:33])[C:23](=[O:25])[O:22][N:21]=2)[CH:15]=1. (7) Given the reactants Cl.[N:2]1([C:9]2[CH:14]=[CH:13][C:12]([NH:15][C:16]([C:18]3[N:19]=[C:20]([C:27]4[CH:32]=[CH:31][CH:30]=[CH:29][CH:28]=4)[O:21][C:22]=3[C:23]([F:26])([F:25])[F:24])=[O:17])=[CH:11][CH:10]=2)[CH2:8][CH2:7][CH2:6][NH:5][CH2:4][CH2:3]1.Br[CH2:34][C:35]1[CH:43]=[CH:42][C:38]([C:39]([OH:41])=[O:40])=[CH:37][CH:36]=1.C(N(CC)CC)C, predict the reaction product. The product is: [C:27]1([C:20]2[O:21][C:22]([C:23]([F:26])([F:24])[F:25])=[C:18]([C:16]([NH:15][C:12]3[CH:13]=[CH:14][C:9]([N:2]4[CH2:8][CH2:7][CH2:6][N:5]([CH2:34][C:35]5[CH:43]=[CH:42][C:38]([C:39]([OH:41])=[O:40])=[CH:37][CH:36]=5)[CH2:4][CH2:3]4)=[CH:10][CH:11]=3)=[O:17])[N:19]=2)[CH:32]=[CH:31][CH:30]=[CH:29][CH:28]=1. (8) The product is: [Br:11][C:10]1[C:5]([C:3]2[N:4]=[C:18]([C:17]3[CH:20]=[CH:21][CH:22]=[C:15]([N+:12]([O-:14])=[O:13])[CH:16]=3)[NH:1][N:2]=2)=[N:6][CH:7]=[CH:8][CH:9]=1. Given the reactants [NH2:1][NH:2][C:3]([C:5]1[C:10]([Br:11])=[CH:9][CH:8]=[CH:7][N:6]=1)=[NH:4].[N+:12]([C:15]1[CH:16]=[C:17]([CH:20]=[CH:21][CH:22]=1)[CH:18]=O)([O-:14])=[O:13], predict the reaction product. (9) Given the reactants FC1C=C(F)C=CC=1[NH:9][C:10]1[CH:15]=[CH:14][C:13]([C:16](C2C=C(N3C=C(CCO)N=N3)C=CC=2C)=O)=[C:12]([CH3:33])[CH:11]=1.Br[C:35]1[CH:40]=[CH:39][C:38]([C:41]([C:43]2[CH:48]=[C:47]([N:49]3[CH:53]=[C:52]([CH2:54][CH2:55][OH:56])[N:51]=[N:50]3)[CH:46]=[CH:45][C:44]=2[CH3:57])=[O:42])=[C:37]([CH3:58])[CH:36]=1.CC1C=C(N)C=CC=1C, predict the reaction product. The product is: [CH3:33][C:12]1[CH:11]=[C:10]([NH:9][C:35]2[CH:40]=[CH:39][C:38]([C:41]([C:43]3[CH:48]=[C:47]([N:49]4[CH:53]=[C:52]([CH2:54][CH2:55][OH:56])[N:51]=[N:50]4)[CH:46]=[CH:45][C:44]=3[CH3:57])=[O:42])=[C:37]([CH3:58])[CH:36]=2)[CH:15]=[CH:14][C:13]=1[CH3:16].